Dataset: Catalyst prediction with 721,799 reactions and 888 catalyst types from USPTO. Task: Predict which catalyst facilitates the given reaction. Reactant: [N:1]1([CH2:6][CH2:7][CH2:8][O:9][C:10]2[CH:15]=[CH:14][C:13]([C:16]3([CH2:22][NH2:23])[CH2:21][CH2:20][O:19][CH2:18][CH2:17]3)=[CH:12][CH:11]=2)[CH2:5][CH2:4][CH2:3][CH2:2]1.Br[CH2:25][CH2:26][O:27][CH2:28][CH2:29]Br.C(=O)([O-])[O-].[K+].[K+]. Product: [N:1]1([CH2:6][CH2:7][CH2:8][O:9][C:10]2[CH:15]=[CH:14][C:13]([C:16]3([CH2:22][N:23]4[CH2:29][CH2:28][O:27][CH2:26][CH2:25]4)[CH2:17][CH2:18][O:19][CH2:20][CH2:21]3)=[CH:12][CH:11]=2)[CH2:5][CH2:4][CH2:3][CH2:2]1. The catalyst class is: 10.